Dataset: Reaction yield outcomes from USPTO patents with 853,638 reactions. Task: Predict the reaction yield, written as a fraction of the theoretical maximum amount of product (1.0 means a 100% yield; for example, 0.34 means a 34% yield). The reactants are Br[C:2]1[CH:7]=[CH:6][C:5]([S:8]([NH:11][CH2:12][CH3:13])(=[O:10])=[O:9])=[CH:4][CH:3]=1.[C:14]([C:16]1[N:20]([CH3:21])[C:19](B(O)O)=[CH:18][CH:17]=1)#[N:15].[F-].[K+].C(P(C(C)(C)C)C(C)(C)C)(C)(C)C. The catalyst is C1C=CC(/C=C/C(/C=C/C2C=CC=CC=2)=O)=CC=1.C1C=CC(/C=C/C(/C=C/C2C=CC=CC=2)=O)=CC=1.C1C=CC(/C=C/C(/C=C/C2C=CC=CC=2)=O)=CC=1.[Pd].[Pd]. The product is [C:14]([C:16]1[N:20]([CH3:21])[C:19]([C:2]2[CH:7]=[CH:6][C:5]([S:8]([NH:11][CH2:12][CH3:13])(=[O:10])=[O:9])=[CH:4][CH:3]=2)=[CH:18][CH:17]=1)#[N:15]. The yield is 0.130.